Dataset: Reaction yield outcomes from USPTO patents with 853,638 reactions. Task: Predict the reaction yield, written as a fraction of the theoretical maximum amount of product (1.0 means a 100% yield; for example, 0.34 means a 34% yield). The reactants are [O-]P([O-])([O-])=O.[K+].[K+].[K+].[CH2:9]([O:11][C:12]([C:14]1[NH:15][C:16]2[C:21]([CH:22]=1)=[CH:20][CH:19]=[C:18]([O:23][CH2:24][C:25]1[CH:30]=[CH:29][CH:28]=[CH:27][CH:26]=1)[CH:17]=2)=[O:13])[CH3:10].[CH:31]([O:34][C:35]1[CH:40]=[CH:39][C:38](Br)=[CH:37][CH:36]=1)([CH3:33])[CH3:32].CN(C)CCN. The catalyst is C1(C)C=CC=CC=1.[Cu]I. The product is [CH2:9]([O:11][C:12]([C:14]1[N:15]([C:38]2[CH:39]=[CH:40][C:35]([O:34][CH:31]([CH3:33])[CH3:32])=[CH:36][CH:37]=2)[C:16]2[C:21]([CH:22]=1)=[CH:20][CH:19]=[C:18]([O:23][CH2:24][C:25]1[CH:30]=[CH:29][CH:28]=[CH:27][CH:26]=1)[CH:17]=2)=[O:13])[CH3:10]. The yield is 0.870.